Predict the product of the given reaction. From a dataset of Forward reaction prediction with 1.9M reactions from USPTO patents (1976-2016). (1) Given the reactants [Cl:1][C:2]1[CH:7]=[CH:6][N:5]=[C:4]2[NH:8][C:9]([CH3:11])=[CH:10][C:3]=12.[H-].[Na+].[CH:14]([Si:17](Cl)([CH:21]([CH3:23])[CH3:22])[CH:18]([CH3:20])[CH3:19])([CH3:16])[CH3:15], predict the reaction product. The product is: [Cl:1][C:2]1[CH:7]=[CH:6][N:5]=[C:4]2[N:8]([Si:17]([CH:21]([CH3:23])[CH3:22])([CH:18]([CH3:20])[CH3:19])[CH:14]([CH3:16])[CH3:15])[C:9]([CH3:11])=[CH:10][C:3]=12. (2) Given the reactants [CH3:1][O:2][C:3](=[O:20])[CH2:4][CH2:5][CH2:6][CH2:7][CH2:8][CH2:9][CH2:10][CH2:11][CH2:12][CH2:13][CH2:14][CH2:15][CH2:16][CH2:17][CH2:18]Br.[N-:21]=[N+:22]=[N-:23].[Na+], predict the reaction product. The product is: [CH3:1][O:2][C:3](=[O:20])[CH2:4][CH2:5][CH2:6][CH2:7][CH2:8][CH2:9][CH2:10][CH2:11][CH2:12][CH2:13][CH2:14][CH2:15][CH2:16][CH2:17][CH2:18][N:21]=[N+:22]=[N-:23]. (3) Given the reactants CC1C=C(C)C=CC=1N1CCN(C(C2C=NC(F)=CC=2C)=O)CC1.COC1C=CC(CN)=CC=1.[Cl:35]CCCS(Cl)(=O)=O.NC1N=CC(C(N2CCN(C3C=CC(C)=CC=3C)CC2)=O)=C(C)C=1.[CH3:67][C:68]1[CH:73]=[C:72]([CH3:74])[CH:71]=[CH:70][C:69]=1[N:75]1[CH2:80][CH2:79][N:78]([C:81]([C:83]2[CH:84]=[N:85][C:86]([N:90]3[CH2:94][CH2:93][CH2:92][S:91]3(=[O:96])=[O:95])=[CH:87][C:88]=2[CH3:89])=[O:82])[CH2:77][CH2:76]1, predict the reaction product. The product is: [ClH:35].[CH3:67][C:68]1[CH:73]=[C:72]([CH3:74])[CH:71]=[CH:70][C:69]=1[N:75]1[CH2:76][CH2:77][N:78]([C:81]([C:83]2[CH:84]=[N:85][C:86]([N:90]3[CH2:94][CH2:93][CH2:92][S:91]3(=[O:96])=[O:95])=[CH:87][C:88]=2[CH3:89])=[O:82])[CH2:79][CH2:80]1. (4) The product is: [NH3:9].[CH3:11][OH:12].[NH2:22][C@H:19]1[CH2:20][CH2:21][N:16]([CH2:15][C@H:14]2[N:9]3[C:10]4[C:5]([CH:6]=[CH:7][C:8]3=[O:31])=[CH:4][CH:3]=[C:2]([F:1])[C:11]=4[O:12][CH2:13]2)[CH2:17][C@H:18]1[OH:30]. Given the reactants [F:1][C:2]1[C:11]2[O:12][CH2:13][C@@H:14]([CH2:15][N:16]3[CH2:21][CH2:20][C@H:19]([NH:22]C(=O)OC(C)(C)C)[C@H:18]([OH:30])[CH2:17]3)[N:9]3[C:10]=2[C:5]([CH:6]=[CH:7][C:8]3=[O:31])=[CH:4][CH:3]=1.C(O)(C(F)(F)F)=O, predict the reaction product.